From a dataset of Catalyst prediction with 721,799 reactions and 888 catalyst types from USPTO. Predict which catalyst facilitates the given reaction. (1) The catalyst class is: 4. Product: [N:31]1[CH:32]=[CH:33][CH:34]=[C:29]([CH2:28][N:21]2[C:22]3[C:27](=[CH:26][CH:25]=[CH:24][CH:23]=3)[C:19]([CH:16]3[CH2:17][CH2:18][N:13]([CH2:10][C:6]4[CH:5]=[C:4]([CH:9]=[CH:8][CH:7]=4)[C:3]([OH:2])=[O:12])[CH2:14][CH2:15]3)=[CH:20]2)[CH:30]=1. Reactant: C[O:2][C:3](=[O:12])[C:4]1[CH:9]=[CH:8][CH:7]=[C:6]([CH2:10]Br)[CH:5]=1.[NH:13]1[CH2:18][CH2:17][CH:16]([C:19]2[C:27]3[C:22](=[CH:23][CH:24]=[CH:25][CH:26]=3)[N:21]([CH2:28][C:29]3[CH:30]=[N:31][CH:32]=[CH:33][CH:34]=3)[CH:20]=2)[CH2:15][CH2:14]1.C(N(CC)CC)C. (2) Reactant: [NH:1]1[C:9]2[C:4](=[CH:5][CH:6]=[CH:7][CH:8]=2)[CH:3]=[CH:2]1.C[Mg]Br.[C:13]1([C:23](Cl)=[O:24])[C:22]2[C:17](=[CH:18][CH:19]=[CH:20][CH:21]=2)[CH:16]=[CH:15][CH:14]=1.[Cl-].[NH4+]. Product: [C:13]1([C:23]([C:3]2[C:4]3[C:9](=[CH:8][CH:7]=[CH:6][CH:5]=3)[NH:1][CH:2]=2)=[O:24])[C:22]2[C:17](=[CH:18][CH:19]=[CH:20][CH:21]=2)[CH:16]=[CH:15][CH:14]=1. The catalyst class is: 28. (3) Reactant: [CH2:1]([C:5]1[CH:10]=[CH:9][C:8]([C:11]#[C:12][C:13]2[CH:41]=[CH:40][C:16]([CH2:17][N:18]([C:27]3[CH:39]=[CH:38][C:30]4[O:31]C(C)(C)[O:33][C:34](=[O:35])[C:29]=4[CH:28]=3)[C:19]([CH:21]3[CH2:26][CH2:25][CH2:24][CH2:23][CH2:22]3)=[O:20])=[CH:15][CH:14]=2)=[CH:7][CH:6]=1)[CH2:2][CH2:3][CH3:4].[OH-].[Na+]. Product: [CH2:1]([C:5]1[CH:6]=[CH:7][C:8]([C:11]#[C:12][C:13]2[CH:41]=[CH:40][C:16]([CH2:17][N:18]([C:19]([CH:21]3[CH2:26][CH2:25][CH2:24][CH2:23][CH2:22]3)=[O:20])[C:27]3[CH:39]=[CH:38][C:30]([OH:31])=[C:29]([CH:28]=3)[C:34]([OH:35])=[O:33])=[CH:15][CH:14]=2)=[CH:9][CH:10]=1)[CH2:2][CH2:3][CH3:4]. The catalyst class is: 14. (4) Reactant: [N:1]1[CH:6]=[CH:5][CH:4]=[C:3]([NH2:7])[CH:2]=1.[Br:8][C:9]1[CH:10]=[CH:11][C:12]([O:18][CH2:19][C:20]2[CH:25]=[CH:24][C:23]([C:26]#[N:27])=[CH:22][CH:21]=2)=[C:13]([CH:17]=1)[C:14](O)=[O:15].Cl.CN(C)CCCN=C=NCC.ON1C2C=CC=CC=2N=N1. Product: [Br:8][C:9]1[CH:10]=[CH:11][C:12]([O:18][CH2:19][C:20]2[CH:21]=[CH:22][C:23]([C:26]#[N:27])=[CH:24][CH:25]=2)=[C:13]([CH:17]=1)[C:14]([NH:7][C:3]1[CH:2]=[N:1][CH:6]=[CH:5][CH:4]=1)=[O:15]. The catalyst class is: 3.